This data is from Reaction yield outcomes from USPTO patents with 853,638 reactions. The task is: Predict the reaction yield, written as a fraction of the theoretical maximum amount of product (1.0 means a 100% yield; for example, 0.34 means a 34% yield). The reactants are Br[C:2]1[CH:3]=[N:4][CH:5]=[C:6]([Br:8])[CH:7]=1.CC([S-])C.[Na+].[CH:14]1[CH:19]=C(Cl)C=C(C(OO)=O)[CH:15]=1.[S:25]([O-])([O-:27])=[O:26].[Na+].[Na+]. The catalyst is CN1C(=O)CCC1.CCOC(C)=O. The product is [Br:8][C:6]1[CH:5]=[N:4][CH:3]=[C:2]([S:25]([CH:14]([CH3:19])[CH3:15])(=[O:27])=[O:26])[CH:7]=1. The yield is 0.590.